From a dataset of Full USPTO retrosynthesis dataset with 1.9M reactions from patents (1976-2016). Predict the reactants needed to synthesize the given product. (1) Given the product [Cl:31][C:26]1[CH:25]=[C:24]([CH:29]=[CH:28][C:27]=1[F:30])[NH:23][C:15]1[C:14]2[CH:13]=[C:12]3[N:7]([C:5](=[O:6])/[CH:4]=[CH:3]/[CH2:2][N:38]([CH3:39])[CH3:36])[CH2:8][CH2:9][O:10][C:11]3=[CH:20][C:19]=2[N:18]=[CH:17][C:16]=1[C:21]#[N:22], predict the reactants needed to synthesize it. The reactants are: Cl[CH2:2]/[CH:3]=[CH:4]/[C:5]([N:7]1[C:12]2=[CH:13][C:14]3[C:15]([NH:23][C:24]4[CH:29]=[CH:28][C:27]([F:30])=[C:26]([Cl:31])[CH:25]=4)=[C:16]([C:21]#[N:22])[CH:17]=[N:18][C:19]=3[CH:20]=[C:11]2[O:10][CH2:9][CH2:8]1)=[O:6].BrC/C=C/[C:36]([N:38]1C2=CC3C(NC4C=CC(F)=C(Cl)C=4)=C(C#N)C=NC=3C=C2OC[CH2:39]1)=O.C(N(CC)C(C)C)(C)C.CNC.C(=O)(O)[O-].[Na+]. (2) Given the product [F:1][C:2]1[CH:3]=[C:4]([CH:22]=[CH:23][C:24]=1[F:25])[CH2:5][C@H:6]1[CH2:11][C@@H:10]([C:12]2[O:16][NH:15][C:14](=[O:17])[CH:13]=2)[CH2:9][CH2:8][NH:7]1, predict the reactants needed to synthesize it. The reactants are: [F:1][C:2]1[CH:3]=[C:4]([CH:22]=[CH:23][C:24]=1[F:25])[CH2:5][C@H:6]1[CH2:11][C@@H:10]([C:12]2[O:16][NH:15][C:14](=[O:17])[CH:13]=2)[CH2:9][CH2:8][N:7]1C(OC)=O.Br. (3) Given the product [Cl:18][C:17]1[C:8]([CH2:7][N:4]2[CH2:5][CH2:6][C@@H:2]([NH:1][CH2:9][C:34]([F:37])([F:36])[F:35])[CH2:3]2)=[C:9]([C:34]([F:35])([F:36])[F:37])[CH:10]=[C:11]2[C:16]=1[NH:15][C:14](=[O:19])[N:13]([CH2:20][C:21]1[CH:26]=[C:25]([Cl:27])[CH:24]=[CH:23][C:22]=1[S:28]([CH2:31][CH3:32])(=[O:30])=[O:29])[C:12]2=[O:33], predict the reactants needed to synthesize it. The reactants are: [NH2:1][C@@H:2]1[CH2:6][CH2:5][N:4]([CH2:7][C:8]2[C:17]([Cl:18])=[C:16]3[C:11]([C:12](=[O:33])[N:13]([CH2:20][C:21]4[CH:26]=[C:25]([Cl:27])[CH:24]=[CH:23][C:22]=4[S:28]([CH2:31][CH3:32])(=[O:30])=[O:29])[C:14](=[O:19])[NH:15]3)=[CH:10][C:9]=2[C:34]([F:37])([F:36])[F:35])[CH2:3]1. (4) Given the product [O:13]1[C:18]2[CH:19]=[CH:20][C:21]([CH:23]([NH:25][C:6](=[O:8])[CH:5]=[CH:4][C:3]3[CH:9]=[CH:10][CH:11]=[CH:12][C:2]=3[F:1])[CH3:24])=[CH:22][C:17]=2[NH:16][CH2:15][CH2:14]1, predict the reactants needed to synthesize it. The reactants are: [F:1][C:2]1[CH:12]=[CH:11][CH:10]=[CH:9][C:3]=1[CH:4]=[CH:5][C:6]([OH:8])=O.[O:13]1[C:18]2[CH:19]=[CH:20][C:21]([CH:23]([NH2:25])[CH3:24])=[CH:22][C:17]=2[NH:16][CH2:15][CH2:14]1.CCN=C=NCCCN(C)C.Cl.C(N(CC)CC)C.